From a dataset of Reaction yield outcomes from USPTO patents with 853,638 reactions. Predict the reaction yield, written as a fraction of the theoretical maximum amount of product (1.0 means a 100% yield; for example, 0.34 means a 34% yield). (1) The yield is 0.950. The reactants are [CH3:1][O:2][C:3]1[CH:4]=[C:5]2[C:9](=[CH:10][CH:11]=1)[N:8]([CH:12]([CH2:16][CH:17]([CH3:19])[CH3:18])[C:13]([OH:15])=[O:14])[C:7](=[O:20])[C:6]2=O.O.NN. The product is [CH3:1][O:2][C:3]1[CH:4]=[C:5]2[C:9](=[CH:10][CH:11]=1)[N:8]([CH:12]([CH2:16][CH:17]([CH3:18])[CH3:19])[C:13]([OH:15])=[O:14])[C:7](=[O:20])[CH2:6]2. No catalyst specified. (2) The reactants are II.[C:3]([C:6]1[CH:7]=[C:8]([CH:11]=[CH:12][CH:13]=1)[C:9]#[N:10])([CH3:5])=[CH2:4].[N+:14]([C:17]1[CH:18]=[N:19][NH:20][CH:21]=1)([O-:16])=[O:15]. The catalyst is C1(C)C=CC=CC=1. The product is [N+:14]([C:17]1[CH:18]=[N:19][N:20]([C:3]([C:6]2[CH:7]=[C:8]([CH:11]=[CH:12][CH:13]=2)[C:9]#[N:10])([CH3:5])[CH3:4])[CH:21]=1)([O-:16])=[O:15]. The yield is 0.120. (3) The reactants are [CH3:1][C:2]1[C:8]([CH3:9])=[CH:7][C:5]([NH2:6])=[C:4]([N+:10]([O-:12])=[O:11])[CH:3]=1.Br[CH2:14][CH2:15][CH:16]1[O:21][C:20](=[O:22])[CH2:19][CH2:18][CH2:17]1.CCN(C(C)C)C(C)C. No catalyst specified. The product is [CH3:1][C:2]1[C:8]([CH3:9])=[CH:7][C:5]([NH:6][CH2:14][CH2:15][CH:16]2[O:21][C:20](=[O:22])[CH2:19][CH2:18][CH2:17]2)=[C:4]([N+:10]([O-:12])=[O:11])[CH:3]=1. The yield is 0.460. (4) The product is [CH2:1]([N:8]1[C:16]2[C:15]3=[N:17][C@H:18]([CH2:21][C:22]4[CH:27]=[CH:26][CH:25]=[CH:24][CH:23]=4)[CH2:19][N:14]3[C:13]([Cl:28])=[N:12][C:11]=2[N:10]=[C:9]1[CH:29]1[CH2:33][CH2:32][CH2:31][CH2:30]1)[C:2]1[CH:7]=[CH:6][CH:5]=[CH:4][CH:3]=1. No catalyst specified. The yield is 0.990. The reactants are [CH2:1]([N:8]1[C:16]2[C:11](=[N:12][C:13]([Cl:28])=[N:14][C:15]=2[NH:17][C@H:18]([CH2:21][C:22]2[CH:27]=[CH:26][CH:25]=[CH:24][CH:23]=2)[CH2:19]O)[N:10]=[C:9]1[CH:29]1[CH2:33][CH2:32][CH2:31][CH2:30]1)[C:2]1[CH:7]=[CH:6][CH:5]=[CH:4][CH:3]=1.S(Cl)(Cl)=O. (5) The reactants are [Si:1]([O:8][CH2:9][C@@H:10]1[CH:15]=[C:14]([CH2:16][OH:17])[C@H:13]([OH:18])[CH2:12][N:11]1[C:19]([O:21][C:22]([CH3:25])([CH3:24])[CH3:23])=[O:20])([C:4]([CH3:7])([CH3:6])[CH3:5])([CH3:3])[CH3:2].N1C=CC=CC=1.Cl[C:33]([O:35][CH2:36][CH3:37])=[O:34]. The catalyst is ClCCl. The product is [Si:1]([O:8][CH2:9][C@@H:10]1[CH:15]=[C:14]([CH2:16][O:17][C:33]([O:35][CH2:36][CH3:37])=[O:34])[C@H:13]([OH:18])[CH2:12][N:11]1[C:19]([O:21][C:22]([CH3:25])([CH3:24])[CH3:23])=[O:20])([C:4]([CH3:7])([CH3:6])[CH3:5])([CH3:3])[CH3:2]. The yield is 0.890. (6) The catalyst is CO.[Pd]. The product is [CH3:1][O:2][C:3]([C:5]1[C:14]2[CH2:13][CH2:12][NH:11][CH2:10][C:9]=2[CH:8]=[N:7][CH:6]=1)=[O:4]. The yield is 0.790. The reactants are [CH3:1][O:2][C:3]([C:5]1[C:14]2[CH2:13][CH2:12][N:11](CC3C=CC=CC=3)[CH2:10][C:9]=2[CH:8]=[N:7][CH:6]=1)=[O:4].C([O-])=O.[NH4+].